This data is from Forward reaction prediction with 1.9M reactions from USPTO patents (1976-2016). The task is: Predict the product of the given reaction. (1) Given the reactants [C:1]([C:5]1[CH:10]=[C:9]([C:11]#[CH:12])[CH:8]=[C:7]([C:13]([CH3:16])([CH3:15])[CH3:14])[C:6]=1[O:17][CH3:18])([CH3:4])([CH3:3])[CH3:2].[CH3:19][O:20][C:21](=[O:30])[CH2:22][C:23]1[CH:28]=[CH:27][C:26](I)=[CH:25][CH:24]=1.C(N(CC)CC)C.O1CCCC1, predict the reaction product. The product is: [CH3:19][O:20][C:21](=[O:30])[CH2:22][C:23]1[CH:24]=[CH:25][C:26]([C:12]#[C:11][C:9]2[CH:10]=[C:5]([C:1]([CH3:4])([CH3:2])[CH3:3])[C:6]([O:17][CH3:18])=[C:7]([C:13]([CH3:16])([CH3:15])[CH3:14])[CH:8]=2)=[CH:27][CH:28]=1. (2) Given the reactants [CH:1]1([NH:6][C:7]2[CH:12]=[CH:11][C:10]([C@H:13]3[C@@H:18]([C:19]([OH:21])=O)[CH2:17][CH2:16][CH2:15][N:14]3[C:22](=[O:31])[C:23]3[C:28]([CH3:29])=[CH:27][CH:26]=[CH:25][C:24]=3[F:30])=[CH:9][CH:8]=2)[CH2:5][CH2:4][CH2:3][CH2:2]1.[Cl:32][C:33]1[CH:34]=[C:35]([CH:37]=[CH:38][C:39]=1[CH3:40])[NH2:36].CN1CCOCC1.CN(C(ON1N=NC2C=CC=NC1=2)=[N+](C)C)C.F[P-](F)(F)(F)(F)F, predict the reaction product. The product is: [CH:1]1([NH:6][C:7]2[CH:8]=[CH:9][C:10]([C@H:13]3[C@@H:18]([C:19]([NH:36][C:35]4[CH:37]=[CH:38][C:39]([CH3:40])=[C:33]([Cl:32])[CH:34]=4)=[O:21])[CH2:17][CH2:16][CH2:15][N:14]3[C:22](=[O:31])[C:23]3[C:28]([CH3:29])=[CH:27][CH:26]=[CH:25][C:24]=3[F:30])=[CH:11][CH:12]=2)[CH2:2][CH2:3][CH2:4][CH2:5]1.